This data is from Catalyst prediction with 721,799 reactions and 888 catalyst types from USPTO. The task is: Predict which catalyst facilitates the given reaction. (1) The catalyst class is: 8. Reactant: [F:1][C:2]1[CH:10]=[CH:9][C:5]([C:6]([NH2:8])=[S:7])=[CH:4][CH:3]=1.[CH2:11]([O:13][C:14](=[O:20])[CH:15](Cl)[C:16](=O)[CH3:17])[CH3:12]. Product: [CH2:11]([O:13][C:14]([C:15]1[S:7][C:6]([C:5]2[CH:9]=[CH:10][C:2]([F:1])=[CH:3][CH:4]=2)=[N:8][C:16]=1[CH3:17])=[O:20])[CH3:12]. (2) Reactant: [NH2:1][C@H:2]1[CH2:7][CH2:6][N:5]([CH2:8][CH:9]2[C:13]3=[C:14]([F:22])[CH:15]=[N:16][C:17]4[CH:18]=[CH:19][C:20](=[O:21])[N:11]([C:12]=43)[CH2:10]2)[CH2:4][C@H:3]1[OH:23].C(OC(=O)NC1CCNCC1O)(C)(C)C.[O:39]1[C:44]2=[CH:45][N:46]=[C:47]([CH:49]=O)[CH:48]=[C:43]2[CH2:42][CH2:41][CH2:40]1.C(O[BH-](OC(=O)C)OC(=O)C)(=O)C.[Na+].C(Cl)(Cl)[Cl:66]. Product: [ClH:66].[F:22][C:14]1[CH:15]=[N:16][C:17]2[CH:18]=[CH:19][C:20](=[O:21])[N:11]3[CH2:10][CH:9]([CH2:8][N:5]4[CH2:6][CH2:7][C@H:2]([NH:1][CH2:49][C:47]5[CH:48]=[C:43]6[CH2:42][CH2:41][CH2:40][O:39][C:44]6=[CH:45][N:46]=5)[C@H:3]([OH:23])[CH2:4]4)[C:13]=1[C:12]=23. The catalyst class is: 5.